This data is from Catalyst prediction with 721,799 reactions and 888 catalyst types from USPTO. The task is: Predict which catalyst facilitates the given reaction. Reactant: [CH3:1][C:2]1([C:15]([O:17]C)=[O:16])[CH2:7][CH2:6][N:5]([C:8]([O:10][C:11]([CH3:14])([CH3:13])[CH3:12])=[O:9])[CH2:4][CH2:3]1.[Li+].[OH-].O.Cl. Product: [C:11]([O:10][C:8]([N:5]1[CH2:6][CH2:7][C:2]([CH3:1])([C:15]([OH:17])=[O:16])[CH2:3][CH2:4]1)=[O:9])([CH3:14])([CH3:12])[CH3:13]. The catalyst class is: 90.